From a dataset of NCI-60 drug combinations with 297,098 pairs across 59 cell lines. Regression. Given two drug SMILES strings and cell line genomic features, predict the synergy score measuring deviation from expected non-interaction effect. (1) Drug 1: CC1C(C(CC(O1)OC2CC(CC3=C2C(=C4C(=C3O)C(=O)C5=C(C4=O)C(=CC=C5)OC)O)(C(=O)C)O)N)O.Cl. Drug 2: C1=CC(=CC=C1CC(C(=O)O)N)N(CCCl)CCCl.Cl. Cell line: SF-539. Synergy scores: CSS=29.0, Synergy_ZIP=-6.68, Synergy_Bliss=1.05, Synergy_Loewe=-9.63, Synergy_HSA=1.41. (2) Drug 1: CC=C1C(=O)NC(C(=O)OC2CC(=O)NC(C(=O)NC(CSSCCC=C2)C(=O)N1)C(C)C)C(C)C. Drug 2: CCC1(CC2CC(C3=C(CCN(C2)C1)C4=CC=CC=C4N3)(C5=C(C=C6C(=C5)C78CCN9C7C(C=CC9)(C(C(C8N6C)(C(=O)OC)O)OC(=O)C)CC)OC)C(=O)OC)O.OS(=O)(=O)O. Cell line: SW-620. Synergy scores: CSS=7.60, Synergy_ZIP=-6.82, Synergy_Bliss=2.60, Synergy_Loewe=-12.1, Synergy_HSA=-0.165. (3) Synergy scores: CSS=11.8, Synergy_ZIP=-4.46, Synergy_Bliss=3.35, Synergy_Loewe=-2.36, Synergy_HSA=5.42. Drug 1: C1CC(=O)NC(=O)C1N2CC3=C(C2=O)C=CC=C3N. Drug 2: CC(CN1CC(=O)NC(=O)C1)N2CC(=O)NC(=O)C2. Cell line: DU-145. (4) Drug 1: C1CCC(C1)C(CC#N)N2C=C(C=N2)C3=C4C=CNC4=NC=N3. Drug 2: CC(CN1CC(=O)NC(=O)C1)N2CC(=O)NC(=O)C2. Cell line: SNB-75. Synergy scores: CSS=-0.872, Synergy_ZIP=0.940, Synergy_Bliss=2.25, Synergy_Loewe=-1.72, Synergy_HSA=-1.35. (5) Synergy scores: CSS=28.1, Synergy_ZIP=8.54, Synergy_Bliss=13.4, Synergy_Loewe=-3.02, Synergy_HSA=11.1. Drug 1: CC1(CCCN1)C2=NC3=C(C=CC=C3N2)C(=O)N. Drug 2: CC1CCC2CC(C(=CC=CC=CC(CC(C(=O)C(C(C(=CC(C(=O)CC(OC(=O)C3CCCCN3C(=O)C(=O)C1(O2)O)C(C)CC4CCC(C(C4)OC)OP(=O)(C)C)C)C)O)OC)C)C)C)OC. Cell line: T-47D. (6) Drug 1: CC1=C(C(CCC1)(C)C)C=CC(=CC=CC(=CC(=O)O)C)C. Drug 2: C(CN)CNCCSP(=O)(O)O. Cell line: NCI-H322M. Synergy scores: CSS=3.94, Synergy_ZIP=2.85, Synergy_Bliss=-2.69, Synergy_Loewe=0.353, Synergy_HSA=-3.21.